From a dataset of Experimentally validated miRNA-target interactions with 360,000+ pairs, plus equal number of negative samples. Binary Classification. Given a miRNA mature sequence and a target amino acid sequence, predict their likelihood of interaction. (1) The miRNA is hsa-miR-6769a-3p with sequence GAGCCCCUCUCUGCUCUCCAG. The protein sequence of the target gene is MTEESSDVPRELIESIKDVIGRKIKISVKKKVKLEVKGDKVENKVLVLTSCRAFLVTARIPTKLELTFSYLEIHGVVCSKSAQMIVETEKCSISMKMASPEDVSEVLAHIGTCLRKIFPGLSPVRIMKKVSMEPSERLASLQALWDSQTVAEQGPCGGFSQMYACVCDWLGFSYREEVQWDVDTIYLTQDTRELNLQDFSHLDHRDLIPIIAALEYNQWFTKLSSKDLKLSTDVCEQILRVVSRSNRLEELVLENAGLRTDFAQKLASALAHNPNSGLHTINLAGNPLEDRGVSSLSIQF.... Result: 0 (no interaction). (2) The miRNA is hsa-miR-3065-5p with sequence UCAACAAAAUCACUGAUGCUGGA. The protein sequence of the target gene is MLLRPRRLPAFSPPSPASPDAELRSAGDVPVTTSDAFATSGGMAEPGSPKAPVSPDSAQRTPWSARETELLLGTLLQPAMWRSLLLDRRQTLPTYRRVSAALARQQVRRTPAQCRRRYKFLKDKLRDSQGQPSGPFDNQIRQLMGLLGDDGPPRVRRRSTGPGRPQRRGRSSLSALAPAPAPVEQEAELPLAAENDEPAPALRFSSSTTKSAGAHRITSSPPLTSTDTLPPEPGHTFESSPTPTPDHDVETPNEPPGLSQGRASSPQVAPQSLNTALLQTLTHLGDISTVLGPLRDQLST.... Result: 0 (no interaction). (3) Result: 0 (no interaction). The miRNA is hsa-miR-4296 with sequence AUGUGGGCUCAGGCUCA. The protein sequence of the target gene is MLTDFLQAPVMAPWSPFSLHLLLLFLPLLPLTRVHRFSVPNTSFNHLVLAPDQGKLYVGAVNHLFQLSPELKMESVAVTGPVIDSPDCVPFRDLAECPQAQLTDNANQLLLVSSRTQELVACGQVKQGVCEKRRLGDVTQVLYQAEDPGDGQFVAANTLGVTTVGLVVPLPGRDLLLVARGLAGKLSAGVPPLTVRQLAGPQPFSSEGLGRLVVGDFSDYNNSYVGAFSDAHSAYFVFRRRGARAQTEYRSYVARVCLRDVNLYSYVEMPLTCHGQGLIQAAFLTPDTLLGAFSAGTSQA.... (4) The miRNA is hsa-miR-4744 with sequence UCUAAAGACUAGACUUCGCUAUG. The protein sequence of the target gene is MAARLLRGSLRVLGGHRAPRQLPAARCSHSGGEERLETPSAKKLTDIGIRRIFSPEHDIFRKSVRKFFQEEVIPHHSEWEKAGEVSREVWEKAGKQGLLGVNIAEHLGGIGGDLYSAAIVWEEQAYSNCSGPGFSIHSGIVMSYITNHGSEEQIKHFIPQMTAGKCIGAIAMTEPGAGSDLQGIKTNAKKDGSDWILNGSKVFISNGSLSDVVIVVAVTNHEAPSPAHGISLFLVENGMKGFIKGRKLHKMGLKAQDTAELFFEDIRLPASALLGEENKGFYYIMKELPQERLLIADVAI.... Result: 0 (no interaction). (5) The miRNA is mmu-miR-7b-5p with sequence UGGAAGACUUGUGAUUUUGUUGUU. The protein sequence of the target gene is MAIDRRREAAGSGAGRQPAPAEENGSLPPGDAAASAPLGGRAGSGSSAEIQPLPALHPSGGPHSSCCAATAAPSLLLLDYDGSVLPFLGGLGGGYQKTLVVLTWIPALFIGFSQFSDSFLLDQPDFWCRGAGKGTELAGATVTGRWGDMGNWTSPSATPFSTASWGTTSNRSNSSDTPPLPSPPGKGNNDSNCDCHAWDYGIRTGLIQNVVSKWDLVCDNTWKVHIAKFSLLVGLIFGYLITGCIADWVGRRPVLLFSTIFILIFGLTVALSVNVTMFSTLRFFEGFCLAGIILTLYALR.... Result: 1 (interaction). (6) The protein sequence of the target gene is MIRIAALNASSTIEDDHEGSFKSHKTQTKEAQEAEAFALYHKALDLQKHDRFEESAKAYHELLEASLLREAVSSGDEKEGLKHPGLILKYSTYKNLAQLAAQREDLETAMEFYLEAVMLDSTDVNLWYKIGHVALRLIRIPLARHAFEEGLRCNPDHWPCLDNLITVLYTLSDYTTCLYFICKALEKDCRYSKGLVLKEKIFEEQPCLRKDSLRMFLKCDMSIHDVSVSAAETQAIVDEALGLRKKRQALIVREKEPDLKLVQPIPFFTWKCLGESLLAMYNHLTTCEPPRPSLGKRIDL.... Result: 0 (no interaction). The miRNA is hsa-miR-3127-3p with sequence UCCCCUUCUGCAGGCCUGCUGG.